Dataset: Reaction yield outcomes from USPTO patents with 853,638 reactions. Task: Predict the reaction yield, written as a fraction of the theoretical maximum amount of product (1.0 means a 100% yield; for example, 0.34 means a 34% yield). The reactants are [Cl:1][C:2]1[N:11]=[C:10](Cl)[C:9]2[C:4](=[CH:5][CH:6]=[CH:7][CH:8]=2)[N:3]=1.[NH3:13]. The catalyst is C1COCC1.CCOC(C)=O. The product is [Cl:1][C:2]1[N:11]=[C:10]([NH2:13])[C:9]2[C:4](=[CH:5][CH:6]=[CH:7][CH:8]=2)[N:3]=1. The yield is 0.720.